From a dataset of Forward reaction prediction with 1.9M reactions from USPTO patents (1976-2016). Predict the product of the given reaction. (1) Given the reactants C1COCC1.C([O:8][C:9](=O)[C:10]1[CH:15]=[CH:14][C:13]([CH2:16][CH:17]([CH3:19])[CH3:18])=[C:12]([O:20][CH3:21])[CH:11]=1)C.[H-].[Al+3].[Li+].[H-].[H-].[H-].[OH-].[Na+], predict the reaction product. The product is: [CH2:16]([C:13]1[CH:14]=[CH:15][C:10]([CH2:9][OH:8])=[CH:11][C:12]=1[O:20][CH3:21])[CH:17]([CH3:19])[CH3:18]. (2) Given the reactants [N+:1]([C:4]1[CH:13]=[CH:12][CH:11]=[C:10]2[C:5]=1[C:6]([CH:15]=[CH2:16])=[CH:7][N+:8]([O-])=[CH:9]2)([O-:3])=[O:2].P(Cl)(Cl)([Cl:19])=O.[OH-].[Na+], predict the reaction product. The product is: [Cl:19][C:9]1[C:10]2[C:5](=[C:4]([N+:1]([O-:3])=[O:2])[CH:13]=[CH:12][CH:11]=2)[C:6]([CH:15]=[CH2:16])=[CH:7][N:8]=1. (3) Given the reactants [C:1]([NH:4][CH2:5][CH2:6][C:7]1[CH:36]=[CH:35][C:34]([F:37])=[CH:33][C:8]=1[O:9][CH2:10][CH2:11][O:12][CH:13]1[CH:18]([C:19]2[CH:24]=[CH:23][C:22](O)=[CH:21][CH:20]=2)[CH2:17][CH2:16][N:15](C(OC(C)(C)C)=O)[CH2:14]1)(=[O:3])[CH3:2].[C:38](=[O:41])([O-])O.[Na+].ClC(OC[C:48]1[CH:53]=[CH:52][CH:51]=[CH:50][CH:49]=1)=O.O, predict the reaction product. The product is: [F:37][C:34]1[CH:35]=[CH:36][C:7]([CH2:6][CH2:5][NH:4][C:1](=[O:3])[CH3:2])=[C:8]([O:9][CH2:10][CH2:11][O:12][CH:13]2[CH:18]([C:19]3[CH:24]=[CH:23][CH:22]=[CH:21][C:20]=3[O:41][C@H:38]3[CH2:2][CH2:1][N:4]([C:48]4[CH:49]=[CH:50][CH:51]=[CH:52][CH:53]=4)[CH2:5]3)[CH2:17][CH2:16][NH:15][CH2:14]2)[CH:33]=1. (4) The product is: [S:31](=[O:33])(=[O:32])([OH:35])[O-:34].[CH:1]1([CH2:4][O:5][C:6]2[CH:7]=[C:8]([C:16]3[N:21]4[N:22]=[C:23]([C:25]5[CH:26]=[NH+:27][CH:28]=[CH:29][CH:30]=5)[N:24]=[C:20]4[N:19]=[CH:18][CH:17]=3)[CH:9]=[CH:10][C:11]=2[O:12][CH:13]([F:15])[F:14])[CH2:3][CH2:2]1. Given the reactants [CH:1]1([CH2:4][O:5][C:6]2[CH:7]=[C:8]([C:16]3[N:21]4[N:22]=[C:23]([C:25]5[CH:26]=[N:27][CH:28]=[CH:29][CH:30]=5)[N:24]=[C:20]4[N:19]=[CH:18][CH:17]=3)[CH:9]=[CH:10][C:11]=2[O:12][CH:13]([F:15])[F:14])[CH2:3][CH2:2]1.[S:31](=[O:35])(=[O:34])([OH:33])[OH:32], predict the reaction product.